From a dataset of Full USPTO retrosynthesis dataset with 1.9M reactions from patents (1976-2016). Predict the reactants needed to synthesize the given product. (1) Given the product [Cl:31][C:12]1[C:7]([N:4]2[CH2:5][CH2:6][O:1][CH2:2][CH2:3]2)=[N:8][C:9]([N:19]2[CH2:20][CH2:21][N:22]([C:25]3[CH:30]=[CH:29][CH:28]=[CH:27][CH:26]=3)[CH2:23][CH2:24]2)=[N:10][C:11]=1[N:13]1[CH2:18][CH2:17][O:16][CH2:15][CH2:14]1, predict the reactants needed to synthesize it. The reactants are: [O:1]1[CH2:6][CH2:5][N:4]([C:7]2[CH:12]=[C:11]([N:13]3[CH2:18][CH2:17][O:16][CH2:15][CH2:14]3)[N:10]=[C:9]([N:19]3[CH2:24][CH2:23][N:22]([C:25]4[CH:30]=[CH:29][CH:28]=[CH:27][CH:26]=4)[CH2:21][CH2:20]3)[N:8]=2)[CH2:3][CH2:2]1.[Cl:31]N1C(=O)CCC1=O.O. (2) Given the product [C:9]([C:10]1[N:15]=[C:14]([NH2:16])[N:13]=[C:12]([NH:17][C:18]2[CH:23]=[CH:22][C:21]([O:24][C:25]3[CH:30]=[CH:29][N:28]=[C:27]([C:31]([F:34])([F:33])[F:32])[CH:26]=3)=[CH:20][CH:19]=2)[CH:11]=1)#[CH:8], predict the reactants needed to synthesize it. The reactants are: [Si]([C:8]#[C:9][C:10]1[N:15]=[C:14]([NH2:16])[N:13]=[C:12]([NH:17][C:18]2[CH:23]=[CH:22][C:21]([O:24][C:25]3[CH:30]=[CH:29][N:28]=[C:27]([C:31]([F:34])([F:33])[F:32])[CH:26]=3)=[CH:20][CH:19]=2)[CH:11]=1)(C(C)(C)C)(C)C.[F-].C([N+](CCCC)(CCCC)CCCC)CCC. (3) Given the product [Cl:33][C:29]1[C:28]([C:34]([F:35])([F:36])[F:37])=[C:27]([CH:32]=[CH:31][CH:30]=1)[CH2:26][N:13]1[C:14](=[O:22])[C:15]([C:17]([O:19][CH2:20][CH3:21])=[O:18])=[CH:16][N:11]([C:9]2[CH:8]=[CH:7][C:6]3[N:2]([CH3:1])[C:3](=[O:24])[NH:4][C:5]=3[CH:10]=2)[C:12]1=[O:23], predict the reactants needed to synthesize it. The reactants are: [CH3:1][N:2]1[C:6]2[CH:7]=[CH:8][C:9]([N:11]3[CH:16]=[C:15]([C:17]([O:19][CH2:20][CH3:21])=[O:18])[C:14](=[O:22])[NH:13][C:12]3=[O:23])=[CH:10][C:5]=2[NH:4][C:3]1=[O:24].Br[CH2:26][C:27]1[CH:32]=[CH:31][CH:30]=[C:29]([Cl:33])[C:28]=1[C:34]([F:37])([F:36])[F:35].C(=O)([O-])[O-].[K+].[K+].[I-].[K+].